From a dataset of Full USPTO retrosynthesis dataset with 1.9M reactions from patents (1976-2016). Predict the reactants needed to synthesize the given product. Given the product [C:1]([O:5][C:6](=[O:32])[NH:7][CH:8]1[CH2:13][CH2:12][CH:11]([NH:14][C:15]2[C:16]3[N:17]([C:21]([C:24]4[CH:29]=[CH:28][N:27]=[C:26]([S:30]([CH3:31])=[O:41])[N:25]=4)=[CH:22][N:23]=3)[CH:18]=[CH:19][N:20]=2)[CH2:10][CH2:9]1)([CH3:4])([CH3:3])[CH3:2], predict the reactants needed to synthesize it. The reactants are: [C:1]([O:5][C:6](=[O:32])[NH:7][CH:8]1[CH2:13][CH2:12][CH:11]([NH:14][C:15]2[C:16]3[N:17]([C:21]([C:24]4[CH:29]=[CH:28][N:27]=[C:26]([S:30][CH3:31])[N:25]=4)=[CH:22][N:23]=3)[CH:18]=[CH:19][N:20]=2)[CH2:10][CH2:9]1)([CH3:4])([CH3:3])[CH3:2].C1C=C(Cl)C=C(C(OO)=[O:41])C=1.